From a dataset of Full USPTO retrosynthesis dataset with 1.9M reactions from patents (1976-2016). Predict the reactants needed to synthesize the given product. (1) The reactants are: [CH:1]1[C:14]2[C:5](=[CH:6][C:7]3[C:12]([C:13]=2[C:15]2[CH:16]=[C:17](Cl)[CH:18]=[C:19]([C:21]4[N:26]=[C:25]([C:27]5[CH:32]=[CH:31][CH:30]=[CH:29][CH:28]=5)[CH:24]=[C:23]([C:33]5[CH:38]=[CH:37][CH:36]=[CH:35][CH:34]=5)[N:22]=4)[CH:20]=2)=[CH:11][CH:10]=[CH:9][CH:8]=3)[CH:4]=[CH:3][CH:2]=1.[N:40]1[C:49]2[C:44](=[CH:45][CH:46]=[CH:47][CH:48]=2)[CH:43]=[CH:42][C:41]=1[C:50]1[CH:55]=[CH:54][C:53](B(O)O)=[CH:52][CH:51]=1.C1(P(C2CCCCC2)C2C=CC=CC=2C2C(C(C)C)=CC(C(C)C)=CC=2C(C)C)CCCCC1.C(=O)([O-])[O-].[K+].[K+]. Given the product [CH:1]1[C:14]2[C:5](=[CH:6][C:7]3[C:12]([C:13]=2[C:15]2[CH:20]=[C:19]([C:21]4[N:26]=[C:25]([C:27]5[CH:32]=[CH:31][CH:30]=[CH:29][CH:28]=5)[CH:24]=[C:23]([C:33]5[CH:38]=[CH:37][CH:36]=[CH:35][CH:34]=5)[N:22]=4)[CH:18]=[C:17]([C:53]4[CH:52]=[CH:51][C:50]([C:41]5[CH:42]=[CH:43][C:44]6[C:49](=[CH:48][CH:47]=[CH:46][CH:45]=6)[N:40]=5)=[CH:55][CH:54]=4)[CH:16]=2)=[CH:11][CH:10]=[CH:9][CH:8]=3)[CH:4]=[CH:3][CH:2]=1, predict the reactants needed to synthesize it. (2) Given the product [NH2:3][C:6]1[CH:7]=[C:8]2[C:12](=[CH:13][CH:14]=1)[NH:11][CH:10]=[CH:9]2, predict the reactants needed to synthesize it. The reactants are: NN.[N+:3]([C:6]1[CH:7]=[C:8]2[C:12](=[CH:13][CH:14]=1)[NH:11][CH:10]=[CH:9]2)([O-])=O. (3) Given the product [ClH:16].[CH3:11][N:10]([CH3:12])[CH2:2]/[CH:3]=[CH:4]/[C:5]([O:7][CH2:8][CH3:9])=[O:6], predict the reactants needed to synthesize it. The reactants are: Br[CH2:2]/[CH:3]=[CH:4]/[C:5]([O:7][CH2:8][CH3:9])=[O:6].[NH:10]([CH3:12])[CH3:11].[OH-].[Na+].C(Cl)[Cl:16].